Dataset: Full USPTO retrosynthesis dataset with 1.9M reactions from patents (1976-2016). Task: Predict the reactants needed to synthesize the given product. (1) Given the product [NH2:41][C:38]1[N:39]=[CH:40][C:35]([C:21]2[CH:22]=[CH:23][C:24]([C:2]3[C:3]([S:12]([NH:15][CH2:16][CH2:17][OH:18])(=[O:14])=[O:13])=[CH:4][C:5]([C:8]([F:11])([F:10])[F:9])=[CH:6][CH:7]=3)=[CH:25][C:20]=2[F:19])=[CH:36][N:37]=1, predict the reactants needed to synthesize it. The reactants are: Br[C:2]1[CH:7]=[CH:6][C:5]([C:8]([F:11])([F:10])[F:9])=[CH:4][C:3]=1[S:12]([NH:15][CH2:16][CH2:17][OH:18])(=[O:14])=[O:13].[F:19][C:20]1[CH:25]=[C:24](B2OC(C)(C)C(C)(C)O2)[CH:23]=[CH:22][C:21]=1[C:35]1[CH:36]=[N:37][C:38]([NH2:41])=[N:39][CH:40]=1. (2) Given the product [Cl:1][C:2]1[N:3]=[C:4]([C:18]2[CH:23]=[N:22][CH:21]=[CH:20][N:19]=2)[N:5]=[C:6]([NH:28][C@@H:26]([CH3:27])[C:25]([F:30])([F:29])[F:24])[C:7]=1[C:8]1[C:9]([F:16])=[CH:10][C:11]([F:15])=[CH:12][C:13]=1[F:14], predict the reactants needed to synthesize it. The reactants are: [Cl:1][C:2]1[C:7]([C:8]2[C:13]([F:14])=[CH:12][C:11]([F:15])=[CH:10][C:9]=2[F:16])=[C:6](Cl)[N:5]=[C:4]([C:18]2[CH:23]=[N:22][CH:21]=[CH:20][N:19]=2)[N:3]=1.[F:24][C:25]([F:30])([F:29])[C@@H:26]([NH2:28])[CH3:27]. (3) Given the product [C:6]1([CH:5]2[NH:16][CH2:13][CH2:14][NH:15][C:3]2=[O:4])[CH:11]=[CH:10][CH:9]=[CH:8][CH:7]=1, predict the reactants needed to synthesize it. The reactants are: CO[C:3]([CH:5](Br)[C:6]1[CH:11]=[CH:10][CH:9]=[CH:8][CH:7]=1)=[O:4].[CH2:13]([NH2:16])[CH2:14][NH2:15].C[O-].[Na+]. (4) Given the product [NH2:12][C:9]1[NH:10][N:11]=[C:7]([C:4]2[CH:5]=[CH:6][N:1]=[CH:2][CH:3]=2)[CH:8]=1, predict the reactants needed to synthesize it. The reactants are: [N:1]1[CH:6]=[CH:5][C:4]([C:7]2[CH:8]=[C:9]([NH:12]C(=O)C)[NH:10][N:11]=2)=[CH:3][CH:2]=1. (5) The reactants are: Cl.[Br:2][C:3]1[CH:8]=[C:7]2[NH:9][C:10](=[O:17])[C:11]3([CH2:16][CH2:15][NH:14][CH2:13][CH2:12]3)[C:6]2=[CH:5][CH:4]=1.[C:18](O[C:18]([O:20][C:21]([CH3:24])([CH3:23])[CH3:22])=[O:19])([O:20][C:21]([CH3:24])([CH3:23])[CH3:22])=[O:19]. Given the product [Br:2][C:3]1[CH:8]=[C:7]2[NH:9][C:10](=[O:17])[C:11]3([CH2:12][CH2:13][N:14]([C:18]([O:20][C:21]([CH3:24])([CH3:23])[CH3:22])=[O:19])[CH2:15][CH2:16]3)[C:6]2=[CH:5][CH:4]=1, predict the reactants needed to synthesize it. (6) The reactants are: Cl.[NH2:2][CH2:3][CH2:4][O:5][C:6]1[CH:7]=[N:8][C:9]([C:12]2[CH:13]=[C:14]([CH:29]=[CH:30][CH:31]=2)[CH2:15][N:16]2[C:21](=[O:22])[CH:20]=[CH:19][C:18]([C:23]3[CH:24]=[N:25][N:26]([CH3:28])[CH:27]=3)=[N:17]2)=[N:10][CH:11]=1.[C:32]([NH:35][C@@H:36]([CH:40]([CH3:42])[CH3:41])[C:37](O)=[O:38])(=[O:34])[CH3:33].CCN=C=NCCCN(C)C.C1C=CC2N(O)N=NC=2C=1.CN1CCOCC1. Given the product [C:32]([NH:35][C@@H:36]([CH:40]([CH3:42])[CH3:41])[C:37]([NH:2][CH2:3][CH2:4][O:5][C:6]1[CH:7]=[N:8][C:9]([C:12]2[CH:31]=[CH:30][CH:29]=[C:14]([CH2:15][N:16]3[C:21](=[O:22])[CH:20]=[CH:19][C:18]([C:23]4[CH:24]=[N:25][N:26]([CH3:28])[CH:27]=4)=[N:17]3)[CH:13]=2)=[N:10][CH:11]=1)=[O:38])(=[O:34])[CH3:33], predict the reactants needed to synthesize it.